From a dataset of Reaction yield outcomes from USPTO patents with 853,638 reactions. Predict the reaction yield, written as a fraction of the theoretical maximum amount of product (1.0 means a 100% yield; for example, 0.34 means a 34% yield). (1) The reactants are [Cl:1][C:2]1[N:7]=[C:6]([NH:8][CH2:9][C:10]2[CH:11]=[C:12]3[C:17](=[CH:18][CH:19]=2)[N:16]=[CH:15][CH:14]=[CH:13]3)[C:5]([NH2:20])=[CH:4][CH:3]=1.[N:21]([O-])=O.[Na+].S(=O)(=O)(O)O.C(=O)(O)[O-].[Na+]. The catalyst is C(O)(=O)C.O. The product is [Cl:1][C:2]1[N:7]=[C:6]2[N:8]([CH2:9][C:10]3[CH:11]=[C:12]4[C:17](=[CH:18][CH:19]=3)[N:16]=[CH:15][CH:14]=[CH:13]4)[N:21]=[N:20][C:5]2=[CH:4][CH:3]=1. The yield is 0.960. (2) The catalyst is ClCCl. The yield is 0.960. The product is [F:30][C:11]1[CH:12]=[C:13]([O:17][C@H:18]2[CH2:23][CH2:22][CH2:21][CH2:20][C@@H:19]2[C:24]2[N:28]([CH3:29])[CH:27]=[N:26][CH:25]=2)[C:14]([F:16])=[CH:15][C:10]=1[S:7]([NH:6][C:31]1[CH:36]=[CH:35][N:34]=[CH:33][N:32]=1)(=[O:8])=[O:9]. The reactants are COC1C=C(OC)C=CC=1C[N:6]([C:31]1[CH:36]=[CH:35][N:34]=[CH:33][N:32]=1)[S:7]([C:10]1[CH:15]=[C:14]([F:16])[C:13]([O:17][C@H:18]2[CH2:23][CH2:22][CH2:21][CH2:20][C@@H:19]2[C:24]2[N:28]([CH3:29])[CH:27]=[N:26][CH:25]=2)=[CH:12][C:11]=1[F:30])(=[O:9])=[O:8].C([SiH](CC)CC)C.FC(F)(F)C(O)=O. (3) The reactants are [O:1]([CH2:8][C@@H:9]1[CH2:13][CH2:12][CH2:11][N:10]1C(OC(C)(C)C)=O)[C:2]1[CH:7]=[CH:6][CH:5]=[CH:4][CH:3]=1.FC(F)(F)C(O)=O.[O:28]=[C:29]1[C:37](=[O:38])[C:36]2[C:31](=[CH:32][CH:33]=[C:34]([S:39](Cl)(=[O:41])=[O:40])[CH:35]=2)[NH:30]1. The catalyst is C(Cl)Cl.C1COCC1. The product is [O:1]([CH2:8][C@@H:9]1[CH2:13][CH2:12][CH2:11][N:10]1[S:39]([C:34]1[CH:35]=[C:36]2[C:31](=[CH:32][CH:33]=1)[NH:30][C:29](=[O:28])[C:37]2=[O:38])(=[O:40])=[O:41])[C:2]1[CH:3]=[CH:4][CH:5]=[CH:6][CH:7]=1. The yield is 0.840. (4) The reactants are C([O:3][C:4](=O)[CH2:5][C:6]1[N:7]([CH2:11][C:12]2[CH:17]=[CH:16][C:15]([O:18][CH3:19])=[C:14]([CH3:20])[CH:13]=2)[CH:8]=[N:9][CH:10]=1)C.[H-].[Al+3].[Li+].[H-].[H-].[H-]. The catalyst is O1CCCC1. The product is [CH3:19][O:18][C:15]1[CH:16]=[CH:17][C:12]([CH2:11][N:7]2[C:6]([CH2:5][CH2:4][OH:3])=[CH:10][N:9]=[CH:8]2)=[CH:13][C:14]=1[CH3:20]. The yield is 0.800.